From a dataset of Forward reaction prediction with 1.9M reactions from USPTO patents (1976-2016). Predict the product of the given reaction. The product is: [Cl:1][C:2]1[CH:3]=[CH:4][C:5]([O:24][CH:25]([F:26])[F:27])=[C:6]([C:8]2[N:12]([CH2:13][O:14][CH2:15][CH2:16][Si:17]([CH3:20])([CH3:18])[CH3:19])[N:11]=[CH:10][C:9]=2[NH2:21])[CH:7]=1. Given the reactants [Cl:1][C:2]1[CH:3]=[CH:4][C:5]([O:24][CH:25]([F:27])[F:26])=[C:6]([C:8]2[N:12]([CH2:13][O:14][CH2:15][CH2:16][Si:17]([CH3:20])([CH3:19])[CH3:18])[N:11]=[CH:10][C:9]=2[N+:21]([O-])=O)[CH:7]=1.O.[Cl-].[NH4+], predict the reaction product.